From a dataset of Forward reaction prediction with 1.9M reactions from USPTO patents (1976-2016). Predict the product of the given reaction. (1) Given the reactants [Br:1][C:2]1[C:3]([C:17]([O:19]C)=[O:18])=[CH:4][C:5]2[N:6]([CH:8]=[C:9]([C:11]3[CH:16]=[CH:15][CH:14]=[CH:13][CH:12]=3)[N:10]=2)[CH:7]=1.[OH-].[K+].Cl, predict the reaction product. The product is: [Br:1][C:2]1[C:3]([C:17]([OH:19])=[O:18])=[CH:4][C:5]2[N:6]([CH:8]=[C:9]([C:11]3[CH:16]=[CH:15][CH:14]=[CH:13][CH:12]=3)[N:10]=2)[CH:7]=1. (2) Given the reactants Cl[C:2]1[C:3]([O:8][CH:9]2[CH2:12][N:11]([C:13]3[CH:22]=[CH:21][C:20]4[C:15](=[CH:16][CH:17]=[CH:18][CH:19]=4)[N:14]=3)[CH2:10]2)=[N:4][CH:5]=[CH:6][N:7]=1.C(NC(C)C)(C)C.C[Si](C)(C)[C:32]#[C:33][C:34]1([CH3:38])[CH2:37][O:36][CH2:35]1, predict the reaction product. The product is: [CH3:38][C:34]1([C:33]#[C:32][C:2]2[C:3]([O:8][CH:9]3[CH2:12][N:11]([C:13]4[CH:22]=[CH:21][C:20]5[C:15](=[CH:16][CH:17]=[CH:18][CH:19]=5)[N:14]=4)[CH2:10]3)=[N:4][CH:5]=[CH:6][N:7]=2)[CH2:37][O:36][CH2:35]1.